The task is: Predict the reactants needed to synthesize the given product.. This data is from Full USPTO retrosynthesis dataset with 1.9M reactions from patents (1976-2016). (1) The reactants are: [CH3:1][O:2][C:3]1[CH:4]=[C:5]2[C:9](=[CH:10][CH:11]=1)[C:8](=[O:12])[CH2:7][CH2:6]2.[N:13](OCCCC)=[O:14].Cl. Given the product [CH3:1][O:2][C:3]1[CH:4]=[C:5]2[C:9](=[CH:10][CH:11]=1)[C:8](=[O:12])/[C:7](=[N:13]\[OH:14])/[CH2:6]2, predict the reactants needed to synthesize it. (2) Given the product [C:17]([O:20][CH2:21][C:22]1[C:23]([N:37]2[CH2:49][CH2:48][N:40]3[C:41]4[CH2:42][CH2:43][CH2:44][CH2:45][C:46]=4[CH:47]=[C:39]3[C:38]2=[O:50])=[N:24][CH:25]=[CH:26][C:27]=1[C:12]1[CH:13]=[C:8]([NH:7][C:3]2[N:2]=[N:1][CH:6]=[CH:5][N:4]=2)[C:9](=[O:16])[N:10]([CH3:15])[CH:11]=1)(=[O:19])[CH3:18], predict the reactants needed to synthesize it. The reactants are: [N:1]1[CH:6]=[CH:5][N:4]=[C:3]([NH:7][C:8]2[C:9](=[O:16])[N:10]([CH3:15])[CH:11]=[C:12](Br)[CH:13]=2)[N:2]=1.[C:17]([O:20][CH2:21][C:22]1[C:23]([N:37]2[CH2:49][CH2:48][N:40]3[C:41]4[CH2:42][CH2:43][CH2:44][CH2:45][C:46]=4[CH:47]=[C:39]3[C:38]2=[O:50])=[N:24][CH:25]=[CH:26][C:27]=1B1OC(C)(C)C(C)(C)O1)(=[O:19])[CH3:18].C([O-])(=O)C.[Na+].[O-]P([O-])([O-])=O.[K+].[K+].[K+].